From a dataset of NCI-60 drug combinations with 297,098 pairs across 59 cell lines. Regression. Given two drug SMILES strings and cell line genomic features, predict the synergy score measuring deviation from expected non-interaction effect. (1) Drug 1: CN(CC1=CN=C2C(=N1)C(=NC(=N2)N)N)C3=CC=C(C=C3)C(=O)NC(CCC(=O)O)C(=O)O. Drug 2: C1=NC2=C(N1)C(=S)N=CN2. Cell line: COLO 205. Synergy scores: CSS=50.5, Synergy_ZIP=-7.42, Synergy_Bliss=-3.66, Synergy_Loewe=-5.53, Synergy_HSA=-3.58. (2) Drug 1: CC1=CC2C(CCC3(C2CCC3(C(=O)C)OC(=O)C)C)C4(C1=CC(=O)CC4)C. Drug 2: C#CCC(CC1=CN=C2C(=N1)C(=NC(=N2)N)N)C3=CC=C(C=C3)C(=O)NC(CCC(=O)O)C(=O)O. Cell line: OVCAR3. Synergy scores: CSS=-3.91, Synergy_ZIP=1.33, Synergy_Bliss=-2.33, Synergy_Loewe=-5.73, Synergy_HSA=-4.96. (3) Drug 1: C1=CC(=CC=C1C#N)C(C2=CC=C(C=C2)C#N)N3C=NC=N3. Drug 2: CC1=C(C=C(C=C1)NC(=O)C2=CC=C(C=C2)CN3CCN(CC3)C)NC4=NC=CC(=N4)C5=CN=CC=C5. Cell line: A549. Synergy scores: CSS=-15.2, Synergy_ZIP=6.00, Synergy_Bliss=3.27, Synergy_Loewe=-8.63, Synergy_HSA=-7.69. (4) Drug 1: CCN(CC)CCNC(=O)C1=C(NC(=C1C)C=C2C3=C(C=CC(=C3)F)NC2=O)C. Drug 2: C1CCC(C(C1)[NH-])[NH-].C(=O)(C(=O)[O-])[O-].[Pt+4]. Cell line: UACC62. Synergy scores: CSS=42.5, Synergy_ZIP=-7.16, Synergy_Bliss=-8.34, Synergy_Loewe=-7.62, Synergy_HSA=-1.39.